Dataset: Reaction yield outcomes from USPTO patents with 853,638 reactions. Task: Predict the reaction yield, written as a fraction of the theoretical maximum amount of product (1.0 means a 100% yield; for example, 0.34 means a 34% yield). (1) The reactants are [C:1](=[O:8])([O-])[O:2][C:3]([CH3:6])([CH3:5])[CH3:4].[Si:9]([O:16][C@H:17]([C:31]1[CH:36]=[CH:35][CH:34]=[CH:33][CH:32]=1)[C@@H:18]1[NH:22][CH:21]([CH2:23][C:24]2[CH:30]=[CH:29][C:27]([NH2:28])=[CH:26][CH:25]=2)[CH2:20][CH2:19]1)([C:12]([CH3:15])([CH3:14])[CH3:13])([CH3:11])[CH3:10]. No catalyst specified. The product is [NH2:28][C:27]1[CH:26]=[CH:25][C:24]([CH2:23][CH:21]2[CH2:20][CH2:19][C@H:18]([C@H:17]([O:16][Si:9]([C:12]([CH3:13])([CH3:15])[CH3:14])([CH3:10])[CH3:11])[C:31]3[CH:36]=[CH:35][CH:34]=[CH:33][CH:32]=3)[N:22]2[C:1]([O:2][C:3]([CH3:6])([CH3:5])[CH3:4])=[O:8])=[CH:30][CH:29]=1. The yield is 0.640. (2) The reactants are [CH2:1]([CH:15]([CH2:17][CH2:18][CH2:19][CH2:20][CH2:21][CH2:22][CH2:23][CH2:24][CH2:25][CH2:26][CH2:27][CH2:28][CH2:29][CH3:30])[OH:16])[CH2:2][CH2:3][CH2:4][CH2:5][CH2:6][CH2:7][CH2:8][CH2:9][CH2:10][CH2:11][CH2:12][CH2:13][CH3:14].Cl[C:32]([O:34][C:35]1[CH:40]=[CH:39][C:38]([N+:41]([O-:43])=[O:42])=[CH:37][CH:36]=1)=[O:33]. The catalyst is C(Cl)Cl. The product is [C:32](=[O:33])([O:34][C:35]1[CH:36]=[CH:37][C:38]([N+:41]([O-:43])=[O:42])=[CH:39][CH:40]=1)[O:16][CH:15]([CH2:1][CH2:2][CH2:3][CH2:4][CH2:5][CH2:6][CH2:7][CH2:8][CH2:9][CH2:10][CH2:11][CH2:12][CH2:13][CH3:14])[CH2:17][CH2:18][CH2:19][CH2:20][CH2:21][CH2:22][CH2:23][CH2:24][CH2:25][CH2:26][CH2:27][CH2:28][CH2:29][CH3:30]. The yield is 0.663. (3) The reactants are [Cl:1]N1C(=O)CCC1=O.Cl.[Cl:10][C:11]1[CH:36]=[CH:35][C:14]2[O:15][C:16]3[CH:34]=[CH:33][CH:32]=[CH:31][C:17]=3[C@@H:18]3[C@H:23]([NH:24][C:25](=[O:30])[C:26]([F:29])([F:28])[F:27])[CH2:22][CH2:21][CH2:20][N:19]3[C:13]=2[CH:12]=1. The catalyst is CC(C)=O. The product is [Cl:1][C:12]1[C:13]2[N:19]3[CH2:20][CH2:21][CH2:22][C@@H:23]([NH:24][C:25](=[O:30])[C:26]([F:29])([F:28])[F:27])[C@H:18]3[C:17]3[CH:31]=[CH:32][CH:33]=[CH:34][C:16]=3[O:15][C:14]=2[CH:35]=[CH:36][C:11]=1[Cl:10].[Cl:10][C:11]1[C:36]([Cl:1])=[CH:35][C:14]2[O:15][C:16]3[CH:34]=[CH:33][CH:32]=[CH:31][C:17]=3[C@@H:18]3[C@H:23]([NH:24][C:25](=[O:30])[C:26]([F:29])([F:28])[F:27])[CH2:22][CH2:21][CH2:20][N:19]3[C:13]=2[CH:12]=1. The yield is 0.170. (4) The catalyst is C1C=CC(/C=C/C(/C=C/C2C=CC=CC=2)=O)=CC=1.C1C=CC(/C=C/C(/C=C/C2C=CC=CC=2)=O)=CC=1.C1C=CC(/C=C/C(/C=C/C2C=CC=CC=2)=O)=CC=1.[Pd].[Pd].CN(C)C=O. The yield is 0.490. The reactants are [CH3:1][N:2]1[CH:6]=[C:5]([C:7]2[CH:8]=[CH:9][C:10]3[N:11]([C:13]([SH:16])=[N:14][N:15]=3)[CH:12]=2)[CH:4]=[N:3]1.Br[C:18]1[CH:19]=[C:20]2[C:25](=[CH:26][CH:27]=1)[N:24]=[CH:23][C:22]([N:28]1[CH2:33][CH2:32][O:31][CH2:30][CH2:29]1)=[C:21]2[O:34][CH2:35][CH:36]1[CH2:38][CH2:37]1.C1(P(C2C=CC=CC=2)C2C3OC4C(=CC=CC=4P(C4C=CC=CC=4)C4C=CC=CC=4)C(C)(C)C=3C=CC=2)C=CC=CC=1.CC(C)([O-])C.[Na+]. The product is [CH:36]1([CH2:35][O:34][C:21]2[C:20]3[C:25](=[CH:26][CH:27]=[C:18]([S:16][C:13]4[N:11]5[CH:12]=[C:7]([C:5]6[CH:4]=[N:3][N:2]([CH3:1])[CH:6]=6)[CH:8]=[CH:9][C:10]5=[N:15][N:14]=4)[CH:19]=3)[N:24]=[CH:23][C:22]=2[N:28]2[CH2:33][CH2:32][O:31][CH2:30][CH2:29]2)[CH2:37][CH2:38]1. (5) The reactants are [F:1][C:2]1[CH:7]=[C:6]([I:8])[CH:5]=[CH:4][C:3]=1[NH:9][C:10]1[N:15]([CH3:16])[C:14](=[O:17])[C:13]2[CH:18]=[C:19]([CH3:21])[O:20][C:12]=2[C:11]=1[C:22]([O-])=[O:23].[K+].[CH:26]([O:28][CH2:29][CH2:30][O:31][NH2:32])=[CH2:27].CCN=C=NCCCN(C)C.C1C=CC2N(O)N=NC=2C=1. The catalyst is CN(C=O)C. The product is [F:1][C:2]1[CH:7]=[C:6]([I:8])[CH:5]=[CH:4][C:3]=1[NH:9][C:10]1[N:15]([CH3:16])[C:14](=[O:17])[C:13]2[CH:18]=[C:19]([CH3:21])[O:20][C:12]=2[C:11]=1[C:22]([NH:32][O:31][CH2:30][CH2:29][O:28][CH:26]=[CH2:27])=[O:23]. The yield is 0.140. (6) The reactants are [SH:1][CH2:2][CH:3]([OH:5])[CH3:4].[OH-].[Na+].CN(C)C=O.[Br:13][C:14]1[CH:15]=[N:16][CH:17]=[C:18](Br)[CH:19]=1. The catalyst is O. The product is [Br:13][C:14]1[CH:19]=[C:18]([S:1][CH2:2][CH:3]([OH:5])[CH3:4])[CH:17]=[N:16][CH:15]=1. The yield is 0.451. (7) The reactants are S(Cl)(Cl)=O.[NH2:5][C@H:6]([C:17]([OH:19])=[O:18])[CH2:7][C:8]1[C:16]2[C:11](=[CH:12][CH:13]=[CH:14][CH:15]=2)[NH:10][CH:9]=1.[C:20]([O-])([O-])=O.[Na+].[Na+]. The catalyst is CO.O. The product is [CH3:20][O:18][C:17](=[O:19])[C@H:6]([CH2:7][C:8]1[C:16]2[C:11](=[CH:12][CH:13]=[CH:14][CH:15]=2)[NH:10][CH:9]=1)[NH2:5]. The yield is 0.980.